Predict the reactants needed to synthesize the given product. From a dataset of Full USPTO retrosynthesis dataset with 1.9M reactions from patents (1976-2016). (1) Given the product [Cl:25][C:22]1[CH:23]=[CH:24][C:19]([O:18][C:14]2[CH:15]=[CH:16][CH:17]=[C:12]([S:9]([CH2:8][CH2:7][CH2:6][F:41])(=[O:11])=[O:10])[CH:13]=2)=[CH:20][C:21]=1[C:26]1[C:35]([CH3:36])=[N:34][C:33]2[C:28](=[CH:29][CH:30]=[CH:31][C:32]=2[C:37]([F:38])([F:40])[F:39])[N:27]=1, predict the reactants needed to synthesize it. The reactants are: CS(O[CH2:6][CH2:7][CH2:8][S:9]([C:12]1[CH:17]=[CH:16][CH:15]=[C:14]([O:18][C:19]2[CH:24]=[CH:23][C:22]([Cl:25])=[C:21]([C:26]3[C:35]([CH3:36])=[N:34][C:33]4[C:28](=[CH:29][CH:30]=[CH:31][C:32]=4[C:37]([F:40])([F:39])[F:38])[N:27]=3)[CH:20]=2)[CH:13]=1)(=[O:11])=[O:10])(=O)=O.[F-:41].[K+]. (2) Given the product [Br:1][C:2]1[CH:3]=[C:4]2[C:9](=[CH:10][CH:11]=1)[N:8]=[CH:7][CH:6]=[C:5]2[N:15]([CH2:16][CH3:17])[CH2:13][CH3:14], predict the reactants needed to synthesize it. The reactants are: [Br:1][C:2]1[CH:3]=[C:4]2[C:9](=[CH:10][CH:11]=1)[N:8]=[CH:7][CH:6]=[C:5]2Cl.[CH2:13]([NH:15][CH2:16][CH3:17])[CH3:14].C(=O)([O-])[O-].[K+].[K+]. (3) The reactants are: [C:1]([O:5][C:6]([N:8]1[C@:12]([CH2:14][O:15]C(=O)CCCCC)([CH3:13])[CH2:11][O:10][C:9]1([CH3:24])[CH3:23])=[O:7])([CH3:4])([CH3:3])[CH3:2].[H-].C([Al+]CC(C)C)C(C)C.C(C(C(C([O-])=O)O)O)([O-])=O.[Na+].[K+]. Given the product [C:1]([O:5][C:6]([N:8]1[C@:12]([CH2:14][OH:15])([CH3:13])[CH2:11][O:10][C:9]1([CH3:24])[CH3:23])=[O:7])([CH3:4])([CH3:3])[CH3:2], predict the reactants needed to synthesize it. (4) The reactants are: [C:1]1([NH:7][C:8](=[O:11])[NH:9][NH2:10])[CH:6]=[CH:5][CH:4]=[CH:3][CH:2]=1.[O:12]=[C:13]1[C:21](=O)[C:20]2[C:15](=[CH:16][CH:17]=[C:18]([S:23][CH2:24][CH2:25][CH2:26][C:27]3[CH:35]=[CH:34][C:30]([C:31]([OH:33])=[O:32])=[CH:29][CH:28]=3)[CH:19]=2)[N:14]1[CH2:36][CH2:37][CH2:38][CH2:39][CH3:40]. Given the product [NH:7]([C:8]([NH:9][N:10]=[C:21]1[C:20]2[C:15](=[CH:16][CH:17]=[C:18]([S:23][CH2:24][CH2:25][CH2:26][C:27]3[CH:28]=[CH:29][C:30]([C:31]([OH:33])=[O:32])=[CH:34][CH:35]=3)[CH:19]=2)[N:14]([CH2:36][CH2:37][CH2:38][CH2:39][CH3:40])[C:13]1=[O:12])=[O:11])[C:1]1[CH:2]=[CH:3][CH:4]=[CH:5][CH:6]=1, predict the reactants needed to synthesize it.